From a dataset of Forward reaction prediction with 1.9M reactions from USPTO patents (1976-2016). Predict the product of the given reaction. (1) Given the reactants [Cl:1][C:2]1[CH:7]=[C:6]([OH:8])[C:5]([F:9])=[CH:4][C:3]=1[CH:10]([CH3:25])[C:11]([C:17]1[CH:18]=[CH:19][C:20](=[O:24])[N:21]([CH3:23])[CH:22]=1)([OH:16])[C:12]([F:15])([F:14])[F:13].[F:26][C:27]1[CH:28]=[C:29](B(O)O)[CH:30]=[CH:31][C:32]=1[C:33]([O:35][CH3:36])=[O:34], predict the reaction product. The product is: [CH3:36][O:35][C:33](=[O:34])[C:32]1[CH:31]=[CH:30][C:29]([O:8][C:6]2[CH:7]=[C:2]([Cl:1])[C:3]([CH:10]([CH3:25])[C:11]([OH:16])([C:17]3[CH:18]=[CH:19][C:20](=[O:24])[N:21]([CH3:23])[CH:22]=3)[C:12]([F:15])([F:14])[F:13])=[CH:4][C:5]=2[F:9])=[CH:28][C:27]=1[F:26]. (2) Given the reactants Cl.[CH:2]1([CH2:5][O:6][C:7]2[CH:12]=[CH:11][C:10]([CH3:13])=[CH:9][C:8]=2[C:14]2[C:15]3[NH:22][C:21]([CH3:23])=[C:20]([C:24]([NH:26][CH:27]4[CH2:32][CH2:31][NH:30][CH2:29][CH2:28]4)=[O:25])[C:16]=3[N:17]=[CH:18][N:19]=2)[CH2:4][CH2:3]1.[C:33](Cl)(=[O:36])[CH2:34][CH3:35], predict the reaction product. The product is: [CH:2]1([CH2:5][O:6][C:7]2[CH:12]=[CH:11][C:10]([CH3:13])=[CH:9][C:8]=2[C:14]2[C:15]3[NH:22][C:21]([CH3:23])=[C:20]([C:24]([NH:26][CH:27]4[CH2:28][CH2:29][N:30]([C:33](=[O:36])[CH2:34][CH3:35])[CH2:31][CH2:32]4)=[O:25])[C:16]=3[N:17]=[CH:18][N:19]=2)[CH2:4][CH2:3]1. (3) Given the reactants C1(P(C2C=CC=CC=2)C2C=CC=CC=2)C=CC=CC=1.N1C=CN=C1.[I:25]I.[CH3:27][O:28][CH2:29][CH2:30][CH2:31][O:32][C:33]1[CH:34]=[C:35]([CH:43]=[CH:44][C:45]=1[O:46][CH3:47])[CH2:36][C@H:37]([CH:40]([CH3:42])[CH3:41])[CH2:38]O, predict the reaction product. The product is: [CH3:27][O:28][CH2:29][CH2:30][CH2:31][O:32][C:33]1[CH:34]=[C:35]([CH2:36][C@@H:37]([CH2:38][I:25])[CH:40]([CH3:42])[CH3:41])[CH:43]=[CH:44][C:45]=1[O:46][CH3:47]. (4) Given the reactants [CH2:1]([C@H:6]1[CH2:8][C@H:7]1[CH2:9][C@@H:10]1[CH2:12][C@H:11]1[CH2:13][CH2:14][CH2:15][CH2:16][CH2:17][CH2:18][CH2:19][CH2:20][OH:21])[CH2:2][CH2:3][CH2:4][CH3:5].C([C@H]1C[C@H]1C[C@H]1C[C@@H]1CCCCCCCC[OH:42])CCCC, predict the reaction product. The product is: [CH2:1]([C@H:6]1[CH2:8][C@H:7]1[CH2:9][C@H:10]1[CH2:12][C@@H:11]1[CH2:13][CH2:14][CH2:15][CH2:16][CH2:17][CH2:18][CH2:19][C:20]([OH:42])=[O:21])[CH2:2][CH2:3][CH2:4][CH3:5]. (5) Given the reactants Cl.[N:2]1([C:8]2[CH:13]=[CH:12][C:11]([NH:14][C:15]([C:17]3[N:18]=[C:19]([C:26]4[CH:31]=[CH:30][CH:29]=[CH:28][CH:27]=4)[O:20][C:21]=3[C:22]([F:25])([F:24])[F:23])=[O:16])=[CH:10][CH:9]=2)[CH2:7][CH2:6][NH:5][CH2:4][CH2:3]1.C(N(CC)CC)C.[C:39]1(=[O:45])[O:44][C:42](=[O:43])[CH2:41][CH2:40]1, predict the reaction product. The product is: [O:45]=[C:39]([N:5]1[CH2:6][CH2:7][N:2]([C:8]2[CH:13]=[CH:12][C:11]([NH:14][C:15]([C:17]3[N:18]=[C:19]([C:26]4[CH:31]=[CH:30][CH:29]=[CH:28][CH:27]=4)[O:20][C:21]=3[C:22]([F:23])([F:25])[F:24])=[O:16])=[CH:10][CH:9]=2)[CH2:3][CH2:4]1)[CH2:40][CH2:41][C:42]([OH:44])=[O:43].